From a dataset of Forward reaction prediction with 1.9M reactions from USPTO patents (1976-2016). Predict the product of the given reaction. (1) The product is: [Br:8][C:18]1[C:10]([Br:9])=[CH:11][C:12]2[O:16][CH2:15][CH2:14][C:13]=2[CH:17]=1. Given the reactants C1C(=O)N([Br:8])C(=O)C1.[Br:9][C:10]1[CH:18]=[CH:17][C:13]2[CH2:14][CH2:15][O:16][C:12]=2[CH:11]=1.O, predict the reaction product. (2) Given the reactants [C:1]([C:3]1[CH:8]=[C:7]([C:9]([OH:11])=[O:10])[CH:6]=[CH:5][C:4]=1[C:12]1[CH:17]=[CH:16][C:15]([C:18]2[S:19][CH:20]=[CH:21][C:22]=2[NH:23][S:24]([CH:27]([CH3:29])[CH3:28])(=[O:26])=[O:25])=[CH:14][CH:13]=1)#[N:2].[Cl:30]N1C(=O)CCC1=O, predict the reaction product. The product is: [Cl:30][C:20]1[S:19][C:18]([C:15]2[CH:14]=[CH:13][C:12]([C:4]3[CH:5]=[CH:6][C:7]([C:9]([OH:11])=[O:10])=[CH:8][C:3]=3[C:1]#[N:2])=[CH:17][CH:16]=2)=[C:22]([NH:23][S:24]([CH:27]([CH3:29])[CH3:28])(=[O:26])=[O:25])[CH:21]=1. (3) Given the reactants [C:1]([C:3]1[N:7]2[CH:8]=[C:9]([C:13]3[CH:18]=[CH:17][C:16]([C:19]([F:22])([F:21])[F:20])=[CH:15][CH:14]=3)[CH:10]=[C:11]([CH3:12])[C:6]2=[N:5][CH:4]=1)#[CH:2].Br[C:24]1[S:28][C:27]([S:29]([NH2:32])(=[O:31])=[O:30])=[CH:26][CH:25]=1, predict the reaction product. The product is: [CH3:12][C:11]1[C:6]2[N:7]([C:3]([C:1]#[C:2][C:24]3[S:28][C:27]([S:29]([NH2:32])(=[O:31])=[O:30])=[CH:26][CH:25]=3)=[CH:4][N:5]=2)[CH:8]=[C:9]([C:13]2[CH:18]=[CH:17][C:16]([C:19]([F:21])([F:22])[F:20])=[CH:15][CH:14]=2)[CH:10]=1. (4) Given the reactants [OH-].[Na+].[O:3]=[C:4]1[CH:13]([C:14]([O:16]CC)=[O:15])[CH2:12][C:11]2[C:6](=[CH:7][CH:8]=[C:9]([C:19]3[CH:24]=[CH:23][C:22]([C:25]([F:28])([F:27])[F:26])=[CH:21][CH:20]=3)[CH:10]=2)[NH:5]1, predict the reaction product. The product is: [O:3]=[C:4]1[CH:13]([C:14]([OH:16])=[O:15])[CH2:12][C:11]2[C:6](=[CH:7][CH:8]=[C:9]([C:19]3[CH:24]=[CH:23][C:22]([C:25]([F:27])([F:26])[F:28])=[CH:21][CH:20]=3)[CH:10]=2)[NH:5]1.